Dataset: Forward reaction prediction with 1.9M reactions from USPTO patents (1976-2016). Task: Predict the product of the given reaction. (1) Given the reactants [C:1]([C:4]1[CH:5]=[C:6]([C:11]2[C:16]([C:17]([O:19][CH3:20])=[O:18])=[CH:15][C:14]([Cl:21])=[CH:13][N:12]=2)[CH:7]=[CH:8][C:9]=1[Cl:10])([OH:3])=O.F[B-](F)(F)F.N1(OC(N(C)C)=[N+](C)C)C2C=CC=CC=2N=N1.Cl.[CH:45]1([CH2:51][CH2:52][NH2:53])[CH2:50][CH2:49][CH2:48][CH2:47][CH2:46]1.Cl, predict the reaction product. The product is: [Cl:21][C:14]1[CH:15]=[C:16]([C:17]([O:19][CH3:20])=[O:18])[C:11]([C:6]2[CH:7]=[CH:8][C:9]([Cl:10])=[C:4]([C:1]([NH:53][CH2:52][CH2:51][CH:45]3[CH2:50][CH2:49][CH2:48][CH2:47][CH2:46]3)=[O:3])[CH:5]=2)=[N:12][CH:13]=1. (2) Given the reactants [NH2:1][C:2]1[CH:7]=[C:6]([F:8])[CH:5]=[CH:4][C:3]=1[SH:9].Br[CH2:11][C:12]1[CH:13]=[C:14]([CH:19]=[CH:20][CH:21]=1)[C:15]([O:17][CH3:18])=[O:16].C([O-])([O-])=O.[K+].[K+], predict the reaction product. The product is: [NH2:1][C:2]1[CH:7]=[C:6]([F:8])[CH:5]=[CH:4][C:3]=1[S:9][CH2:11][C:12]1[CH:13]=[C:14]([CH:19]=[CH:20][CH:21]=1)[C:15]([O:17][CH3:18])=[O:16]. (3) Given the reactants [Cl:1][C:2]1[CH:18]=[CH:17][C:5]([CH2:6][NH:7][C:8]([NH:10][N:11]([CH2:13][C:14]([OH:16])=O)[CH3:12])=[O:9])=[CH:4][CH:3]=1.[NH2:19][C@H:20]([C:33]([N:35]([C@@H:47]([CH3:55])[CH:48]([O:52][CH2:53][CH3:54])[O:49][CH2:50][CH3:51])[CH2:36][C:37]1[CH:38]=[CH:39][CH:40]=[C:41]2[C:46]=1[N:45]=[CH:44][CH:43]=[CH:42]2)=[O:34])[CH2:21][CH2:22][CH2:23][CH2:24][NH:25][C:26](=[O:32])[O:27][C:28]([CH3:31])([CH3:30])[CH3:29], predict the reaction product. The product is: [Cl:1][C:2]1[CH:3]=[CH:4][C:5]([CH2:6][NH:7][C:8]([NH:10][N:11]([CH2:13][C:14]([NH:19][C@H:20]([C:33]([N:35]([C@@H:47]([CH3:55])[CH:48]([O:49][CH2:50][CH3:51])[O:52][CH2:53][CH3:54])[CH2:36][C:37]2[CH:38]=[CH:39][CH:40]=[C:41]3[C:46]=2[N:45]=[CH:44][CH:43]=[CH:42]3)=[O:34])[CH2:21][CH2:22][CH2:23][CH2:24][NH:25][C:26](=[O:32])[O:27][C:28]([CH3:31])([CH3:29])[CH3:30])=[O:16])[CH3:12])=[O:9])=[CH:17][CH:18]=1. (4) The product is: [CH3:8][O:9][C:10]1[CH:11]=[C:12]([NH:13][C:5]([CH3:6])=[CH:4][C:1](=[O:3])[CH3:2])[CH:14]=[C:15]([C:17]([F:18])([F:20])[F:19])[CH:16]=1. Given the reactants [C:1]([CH2:4][C:5](=O)[CH3:6])(=[O:3])[CH3:2].[CH3:8][O:9][C:10]1[CH:11]=[C:12]([CH:14]=[C:15]([C:17]([F:20])([F:19])[F:18])[CH:16]=1)[NH2:13].C1(C)C=CC(S(O)(=O)=O)=CC=1, predict the reaction product. (5) Given the reactants [NH:1]1[C:9]2[C:4](=[CH:5][C:6]([NH:10][C:11]3[CH:16]=[CH:15][N:14]=[C:13]([C:17]4[CH:18]=[C:19]([CH:24]=[CH:25][CH:26]=4)[O:20][CH2:21][CH:22]=O)[N:12]=3)=[CH:7][CH:8]=2)[CH:3]=[N:2]1.[CH:27]([NH2:30])([CH3:29])[CH3:28].[BH3-]C#N.[Na+], predict the reaction product. The product is: [CH:27]([NH:30][CH2:22][CH2:21][O:20][C:19]1[CH:18]=[C:17]([C:13]2[N:12]=[C:11]([NH:10][C:6]3[CH:5]=[C:4]4[C:9](=[CH:8][CH:7]=3)[NH:1][N:2]=[CH:3]4)[CH:16]=[CH:15][N:14]=2)[CH:26]=[CH:25][CH:24]=1)([CH3:29])[CH3:28]. (6) Given the reactants Cl.[CH3:2][N:3]([CH2:5][C:6]1[C:7]([N+:15]([O-:17])=[O:16])=[C:8]([CH:12]=[CH:13][CH:14]=1)[C:9](O)=[O:10])[CH3:4].S(Cl)([Cl:20])=O, predict the reaction product. The product is: [CH3:2][N:3]([CH2:5][C:6]1[C:7]([N+:15]([O-:17])=[O:16])=[C:8]([CH:12]=[CH:13][CH:14]=1)[C:9]([Cl:20])=[O:10])[CH3:4]. (7) Given the reactants [H-].[Na+].[C:3](=[O:10])([O:7][CH2:8][CH3:9])OCC.CC(C)=[O:13].[O:15]1[C:19]2[CH:20]=[CH:21][CH:22]=[CH:23][C:18]=2[CH:17]=[C:16]1[C:24](=O)[CH3:25], predict the reaction product. The product is: [CH2:8]([O:7][C:3](=[O:10])[CH:24]([C:16]1[O:15][C:19]2[CH:20]=[CH:21][CH:22]=[CH:23][C:18]=2[CH:17]=1)[CH:25]=[O:13])[CH3:9]. (8) The product is: [CH3:1][O:2][C:3]([C:5]1[C:6]([OH:24])=[C:7]2[C:12](=[CH:13][N:14]=1)[N:11]([CH2:15][C:16]1[CH:21]=[CH:20][CH:19]=[CH:18][CH:17]=1)[C:10](=[O:22])[C:9]([C:30]1[CH:35]=[CH:34][N:33]=[CH:32][CH:31]=1)=[CH:8]2)=[O:4]. Given the reactants [CH3:1][O:2][C:3]([C:5]1[C:6]([OH:24])=[C:7]2[C:12](=[CH:13][N:14]=1)[N:11]([CH2:15][C:16]1[CH:21]=[CH:20][CH:19]=[CH:18][CH:17]=1)[C:10](=[O:22])[C:9](Br)=[CH:8]2)=[O:4].C([Sn](CCCC)(CCCC)[C:30]1[CH:35]=[CH:34][N:33]=[CH:32][CH:31]=1)CCC.CCOC(C)=O.Cl, predict the reaction product.